From a dataset of Forward reaction prediction with 1.9M reactions from USPTO patents (1976-2016). Predict the product of the given reaction. (1) Given the reactants [F:1][C:2]1[C:7]([CH2:8][OH:9])=[CH:6][CH:5]=[CH:4][C:3]=1[N:10]1[CH2:15][CH2:14][C:13]([C:17]2[CH:18]=[N:19][CH:20]=[CH:21][CH:22]=2)([OH:16])[CH2:12][CH2:11]1.C[N:24](C=O)C.C1N=CN([C:33]([N:35]2[CH:39]=[N:38]C=C2)=[O:34])C=1.C(=O)(O)O.NC(N)=N, predict the reaction product. The product is: [C:39]([NH:35][C:33](=[O:34])[O:9][CH2:8][C:7]1[CH:6]=[CH:5][CH:4]=[C:3]([N:10]2[CH2:11][CH2:12][C:13]([OH:16])([C:17]3[CH:18]=[N:19][CH:20]=[CH:21][CH:22]=3)[CH2:14][CH2:15]2)[C:2]=1[F:1])(=[NH:38])[NH2:24]. (2) Given the reactants [OH:1][CH:2]([C:6]1[S:7][CH:8]=[CH:9][CH:10]=1)[CH2:3][C:4]#[N:5].C(OC=C)(=O)C, predict the reaction product. The product is: [OH:1][C@H:2]([C:6]1[S:7][CH:8]=[CH:9][CH:10]=1)[CH2:3][C:4]#[N:5]. (3) Given the reactants [F:1][C@@H:2]([CH3:24])[CH2:3][N:4]([C:14]1[CH:15]=[C:16]2[C:20](=[CH:21][C:22]=1[OH:23])[CH2:19][CH2:18][CH2:17]2)[S:5]([C:8]1[S:9][CH:10]=[C:11]([CH3:13])[N:12]=1)(=[O:7])=[O:6].C(P(CCCC)CCCC)CCC.O[CH2:39][C:40]1[CH:41]=[CH:42][C:43]([C:46]([O:48][CH2:49][CH3:50])=[O:47])=[N:44][CH:45]=1.N(/C(N1CCCCC1)=O)=N\C(N1CCCCC1)=O, predict the reaction product. The product is: [F:1][C@@H:2]([CH3:24])[CH2:3][N:4]([S:5]([C:8]1[S:9][CH:10]=[C:11]([CH3:13])[N:12]=1)(=[O:7])=[O:6])[C:14]1[CH:15]=[C:16]2[C:20]([CH2:19][CH2:18][CH2:17]2)=[CH:21][C:22]=1[O:23][CH2:39][C:40]1[CH:41]=[CH:42][C:43]([C:46]([O:48][CH2:49][CH3:50])=[O:47])=[N:44][CH:45]=1. (4) Given the reactants [CH3:1][C:2]1[CH:7]=[C:6]([C:8]2[CH:9]=[CH:10][C:11]3[N:17]4[CH2:18][C@H:14]([CH2:15][CH2:16]4)[NH:13][C:12]=3[N:19]=2)[CH:5]=[CH:4][N:3]=1.ClC(Cl)(O[C:24](=[O:30])OC(Cl)(Cl)Cl)Cl.CCN(CC)CC.[CH3:39][C:40]1[CH:41]=[C:42]([NH2:46])[CH:43]=[N:44][CH:45]=1, predict the reaction product. The product is: [CH3:39][C:40]1[CH:41]=[C:42]([NH:46][C:24]([N:13]2[C@@H:14]3[CH2:18][N:17]([CH2:16][CH2:15]3)[C:11]3[CH:10]=[CH:9][C:8]([C:6]4[CH:5]=[CH:4][N:3]=[C:2]([CH3:1])[CH:7]=4)=[N:19][C:12]2=3)=[O:30])[CH:43]=[N:44][CH:45]=1. (5) Given the reactants [O:1]1[CH:5]=[CH:4][CH:3]=[C:2]1B(O)O.Br[C:10]1[CH:11]=[C:12]([CH:18]=[CH:19][CH:20]=1)[CH2:13][NH:14][C:15](=[O:17])[OH:16], predict the reaction product. The product is: [O:1]1[CH:5]=[CH:4][CH:3]=[C:2]1[C:10]1[CH:11]=[C:12]([CH:18]=[CH:19][CH:20]=1)[CH2:13][NH:14][C:15](=[O:16])[OH:17]. (6) Given the reactants [C:1]([Si:3]([CH3:6])([CH3:5])[CH3:4])#[CH:2].I[C:8]1[CH:13]=[CH:12][C:11]([CH:14]([NH:16][CH:17]2[CH2:19][CH2:18]2)[CH3:15])=[CH:10][CH:9]=1, predict the reaction product. The product is: [CH3:4][Si:3]([C:1]#[C:2][C:8]1[CH:13]=[CH:12][C:11]([CH:14]([NH:16][CH:17]2[CH2:19][CH2:18]2)[CH3:15])=[CH:10][CH:9]=1)([CH3:6])[CH3:5]. (7) Given the reactants [NH2:1][C:2]1[CH:7]=[CH:6][C:5]([S:8]([NH:11][O:12][CH:13]2[CH2:17][CH2:16][CH2:15][CH2:14]2)(=[O:10])=[O:9])=[CH:4][C:3]=1[N+:18]([O-])=O.C(OCC)(=O)C, predict the reaction product. The product is: [NH2:18][C:3]1[CH:4]=[C:5]([S:8]([NH:11][O:12][CH:13]2[CH2:17][CH2:16][CH2:15][CH2:14]2)(=[O:9])=[O:10])[CH:6]=[CH:7][C:2]=1[NH2:1].